From a dataset of Forward reaction prediction with 1.9M reactions from USPTO patents (1976-2016). Predict the product of the given reaction. (1) Given the reactants [CH2:1]([C:8]1[CH:13]=[CH:12][C:11]([OH:14])=[CH:10][CH:9]=1)[C:2]1[CH:7]=[CH:6][CH:5]=[CH:4][CH:3]=1.[N+:15]([O-])([OH:17])=[O:16], predict the reaction product. The product is: [CH2:1]([C:8]1[CH:9]=[CH:10][C:11]([OH:14])=[C:12]([N+:15]([O-:17])=[O:16])[CH:13]=1)[C:2]1[CH:3]=[CH:4][CH:5]=[CH:6][CH:7]=1. (2) Given the reactants [OH:1][CH:2]1[CH2:11][C:10]2[C:9]([NH:12][C:13](=[O:15])[O-])=[CH:8][CH:7]=[CH:6][C:5]=2[CH2:4][CH2:3]1.[N:16]1([C:22]2[CH:23]=[C:24]([CH:27]=[CH:28][C:29]=2[C:30]([F:33])([F:32])[F:31])[CH2:25][NH2:26])[CH2:21][CH2:20][CH2:19][CH2:18][CH2:17]1, predict the reaction product. The product is: [OH:1][CH:2]1[CH2:11][C:10]2[C:9]([NH:12][C:13]([NH:26][CH2:25][C:24]3[CH:27]=[CH:28][C:29]([C:30]([F:31])([F:32])[F:33])=[C:22]([N:16]4[CH2:21][CH2:20][CH2:19][CH2:18][CH2:17]4)[CH:23]=3)=[O:15])=[CH:8][CH:7]=[CH:6][C:5]=2[CH2:4][CH2:3]1. (3) Given the reactants [C:1]([C:5]1[CH:10]=[CH:9][CH:8]=[CH:7][C:6]=1[OH:11])([CH3:4])([CH3:3])[CH3:2].CS(C)=O.O.C(=O)([O-])O.[Na+].[BrH:22], predict the reaction product. The product is: [Br:22][C:9]1[CH:8]=[CH:7][C:6]([OH:11])=[C:5]([C:1]([CH3:4])([CH3:2])[CH3:3])[CH:10]=1. (4) Given the reactants C1(S(C2C=CC=CC=2N[N:17]=[C:18]([C:21]#[N:22])[C:19]#[N:20])(=O)=O)C=CC=CC=1.[C:23]1([S:29]([C:32]2[CH:38]=[CH:37][CH:36]=[CH:35][C:33]=2[NH2:34])(=[O:31])=[O:30])[CH:28]=[CH:27][CH:26]=[CH:25][CH:24]=1.C(#N)CC#N.O.[NH2:45][NH2:46], predict the reaction product. The product is: [C:23]1([S:29]([C:32]2[CH:38]=[CH:37][CH:36]=[CH:35][C:33]=2[NH:34][N:17]=[C:18]2[C:19]([NH2:20])=[N:46][N:45]=[C:21]2[NH2:22])(=[O:31])=[O:30])[CH:28]=[CH:27][CH:26]=[CH:25][CH:24]=1. (5) The product is: [Cl:1][C:2]1[CH:7]=[C:6]([O:8][C:9]2[C:18]3[C:13](=[CH:14][C:15]([O:21][CH2:22][CH:23]4[CH2:24][CH2:25][N:26]([CH3:38])[CH2:27][CH2:28]4)=[C:16]([C:19]#[N:20])[CH:17]=3)[N:12]=[CH:11][CH:10]=2)[CH:5]=[CH:4][C:3]=1[NH:29][C:30]([NH:32][CH:33]1[CH2:35][CH2:34]1)=[O:31]. Given the reactants [Cl:1][C:2]1[CH:7]=[C:6]([O:8][C:9]2[C:18]3[C:13](=[CH:14][C:15]([O:21][CH2:22][CH:23]4[CH2:28][CH2:27][NH:26][CH2:25][CH2:24]4)=[C:16]([C:19]#[N:20])[CH:17]=3)[N:12]=[CH:11][CH:10]=2)[CH:5]=[CH:4][C:3]=1[NH:29][C:30]([NH:32][CH:33]1[CH2:35][CH2:34]1)=[O:31].C=O.[C:38](O)(=O)C.C([BH3-])#N.[Na+].C(=O)(O)[O-].[Na+], predict the reaction product. (6) Given the reactants [CH2:1]([O:8][C:9]([NH:11][CH:12]([C:14]1[C:15]([O:33][CH3:34])=[C:16]([CH:22]2[CH2:25][N:24](C(OC(C)(C)C)=O)[CH2:23]2)[C:17]([Cl:21])=[C:18]([Cl:20])[CH:19]=1)[CH3:13])=[O:10])[C:2]1[CH:7]=[CH:6][CH:5]=[CH:4][CH:3]=1.FC(F)(F)C(O)=O.C(=O)(O)[O-].[Na+], predict the reaction product. The product is: [NH:24]1[CH2:25][CH:22]([C:16]2[C:15]([O:33][CH3:34])=[C:14]([CH:12]([NH:11][C:9](=[O:10])[O:8][CH2:1][C:2]3[CH:7]=[CH:6][CH:5]=[CH:4][CH:3]=3)[CH3:13])[CH:19]=[C:18]([Cl:20])[C:17]=2[Cl:21])[CH2:23]1. (7) Given the reactants Br[C:2]1[CH:7]=[CH:6][C:5](Br)=[CH:4][CH:3]=1.C([Sn](CCCC)(CCCC)[C:14]1[O:15][CH:16]=[CH:17][CH:18]=1)CCC, predict the reaction product. The product is: [O:15]1[CH:16]=[CH:17][CH:18]=[C:14]1[C:2]1[CH:7]=[CH:6][C:5]([C:16]2[O:15][CH:14]=[CH:18][CH:17]=2)=[CH:4][CH:3]=1. (8) Given the reactants [Br:1][C:2]1[CH:7]=[CH:6][C:5]([CH:8]([C:10]2[CH:15]=[CH:14][CH:13]=[CH:12][CH:11]=2)O)=[CH:4][CH:3]=1.C(O)(C(F)(F)F)=O.[SiH](CC)(CC)CC, predict the reaction product. The product is: [Br:1][C:2]1[CH:3]=[CH:4][C:5]([CH2:8][C:10]2[CH:11]=[CH:12][CH:13]=[CH:14][CH:15]=2)=[CH:6][CH:7]=1. (9) Given the reactants [CH3:1][O:2][C:3]1[CH:8]=[CH:7][C:6]([NH:9][S:10]([CH2:13][CH2:14][NH:15]C(=O)OCC2C=CC=CC=2)(=[O:12])=[O:11])=[CH:5][CH:4]=1.C1CCCCC=1, predict the reaction product. The product is: [NH2:15][CH2:14][CH2:13][S:10]([NH:9][C:6]1[CH:7]=[CH:8][C:3]([O:2][CH3:1])=[CH:4][CH:5]=1)(=[O:11])=[O:12]. (10) Given the reactants C(O[C:4](=[O:13])[CH:5]=[C:6](OC)[C:7]([F:10])([F:9])[F:8])C.[C:14]([O:18][CH3:19])(=[O:17])[CH2:15][SH:16].[OH-].[K+].OS(O)(=O)=O, predict the reaction product. The product is: [CH3:19][O:18][C:14]([C:15]1[S:16][C:6]([C:7]([F:8])([F:9])[F:10])=[CH:5][C:4]=1[OH:13])=[O:17].